This data is from Full USPTO retrosynthesis dataset with 1.9M reactions from patents (1976-2016). The task is: Predict the reactants needed to synthesize the given product. (1) Given the product [CH3:2][C:12]([CH3:11])([CH2:13][C:14]#[CH:9])[C:15]([O:20][CH2:21][CH3:22])=[O:19], predict the reactants needed to synthesize it. The reactants are: [Li+].[CH3:2]C([N-]C(C)C)C.[CH2:9]1[CH2:14][CH2:13][CH2:12][CH2:11]C1.[C:15]([O:20][CH2:21][CH3:22])(=[O:19])C(C)C.C(Br)C#C.[NH4+].[Cl-]. (2) Given the product [Cl:1][C:2]1[N:7]=[C:6]2[C:8]([CH3:29])=[C:9]([CH:11]([NH:18][C:19]3[CH:20]=[CH:21][C:22]([C:23]([OH:25])=[O:24])=[CH:27][CH:28]=3)[CH:12]3[CH2:17][CH2:16][CH2:15][CH2:14][CH2:13]3)[O:10][C:5]2=[CH:4][CH:3]=1, predict the reactants needed to synthesize it. The reactants are: [Cl:1][C:2]1[N:7]=[C:6]2[C:8]([CH3:29])=[C:9]([CH:11]([NH:18][C:19]3[CH:28]=[CH:27][C:22]([C:23]([O:25]C)=[O:24])=[CH:21][CH:20]=3)[CH:12]3[CH2:17][CH2:16][CH2:15][CH2:14][CH2:13]3)[O:10][C:5]2=[CH:4][CH:3]=1.C(O)C.[OH-].[Li+]. (3) Given the product [Br:1][C:2]1[CH:11]=[CH:10][C:9]2[N:8]=[CH:7][C:6]3[N:12]([S:44]([C:36]4[CH:37]=[C:38]([N+:41]([O-:43])=[O:42])[CH:39]=[CH:40][C:35]=4[CH3:34])(=[O:45])=[O:46])[C:13](=[O:26])[N:14]([C:15]4[CH:20]=[CH:19][C:18]([C:21]([CH3:24])([CH3:25])[C:22]#[N:23])=[CH:17][CH:16]=4)[C:5]=3[C:4]=2[CH:3]=1, predict the reactants needed to synthesize it. The reactants are: [Br:1][C:2]1[CH:11]=[CH:10][C:9]2[N:8]=[CH:7][C:6]3[NH:12][C:13](=[O:26])[N:14]([C:15]4[CH:20]=[CH:19][C:18]([C:21]([CH3:25])([CH3:24])[C:22]#[N:23])=[CH:17][CH:16]=4)[C:5]=3[C:4]=2[CH:3]=1.C(N(CC)CC)C.[CH3:34][C:35]1[CH:40]=[CH:39][C:38]([N+:41]([O-:43])=[O:42])=[CH:37][C:36]=1[S:44](Cl)(=[O:46])=[O:45].O. (4) Given the product [CH:1]1([NH:4][C:5](=[O:6])[C:7]2[CH:8]=[CH:9][C:10]([CH3:27])=[C:11]([C:13]3[CH:21]=[C:20]4[C:19](=[CH:15][CH:14]=3)[N:18]([CH2:22][C:23]([NH:35][CH2:34][C:33]3[CH:36]=[CH:37][C:30]([O:29][CH3:28])=[CH:31][CH:32]=3)=[O:24])[N:17]=[CH:16]4)[CH:12]=2)[CH2:2][CH2:3]1, predict the reactants needed to synthesize it. The reactants are: [CH:1]1([NH:4][C:5]([C:7]2[CH:8]=[CH:9][C:10]([CH3:27])=[C:11]([C:13]3[CH:14]=[C:15]4[C:19](=[CH:20][CH:21]=3)[N:18]([CH2:22][C:23](OC)=[O:24])[N:17]=[CH:16]4)[CH:12]=2)=[O:6])[CH2:3][CH2:2]1.[CH3:28][O:29][C:30]1[CH:37]=[CH:36][C:33]([CH2:34][NH2:35])=[CH:32][CH:31]=1. (5) The reactants are: C(O[C:6]([N:8]1[CH2:12][C:11](=[N:13][O:14][CH3:15])[CH2:10][C@H:9]1[C:16]([OH:18])=O)=[O:7])(C)(C)C.[C:19]1([C:28]2[CH:33]=[CH:32][CH:31]=[CH:30][CH:29]=2)[CH:24]=[CH:23][C:22](C(Cl)=O)=[CH:21][CH:20]=1.[CH2:34]([NH2:37])[CH:35]=[CH2:36]. Given the product [CH2:34]([NH:37][C:16]([C@@H:9]1[CH2:10][C:11](=[N:13][O:14][CH3:15])[CH2:12][N:8]1[C:6]([C:31]1[CH:30]=[CH:29][C:28]([C:19]2[CH:20]=[CH:21][CH:22]=[CH:23][CH:24]=2)=[CH:33][CH:32]=1)=[O:7])=[O:18])[CH:35]=[CH2:36], predict the reactants needed to synthesize it. (6) Given the product [O:12]1[CH2:13][CH2:14][CH2:15][CH2:16][CH:11]1[N:7]1[C:8]2[C:4](=[CH:3][C:2]([C:19]#[C:18][CH2:17][OH:20])=[CH:10][CH:9]=2)[CH:5]=[N:6]1, predict the reactants needed to synthesize it. The reactants are: Br[C:2]1[CH:3]=[C:4]2[C:8](=[CH:9][CH:10]=1)[N:7]([CH:11]1[CH2:16][CH2:15][CH2:14][CH2:13][O:12]1)[N:6]=[CH:5]2.[CH2:17]([OH:20])[C:18]#[CH:19].